From a dataset of Catalyst prediction with 721,799 reactions and 888 catalyst types from USPTO. Predict which catalyst facilitates the given reaction. (1) Reactant: [CH2:1]([N:8]1[CH2:13][C:12]2([CH2:18][CH2:17][NH:16][CH2:15][CH2:14]2)[O:11][CH:10]([C:19]2[CH:24]=[CH:23][CH:22]=[CH:21][CH:20]=2)[CH2:9]1)[C:2]1[CH:7]=[CH:6][CH:5]=[CH:4][CH:3]=1.[CH:25]([O:28][C:29]1[CH:37]=[CH:36][C:32]([C:33](O)=[O:34])=[CH:31][C:30]=1[CH3:38])([CH3:27])[CH3:26].CN(C(ON1N=NC2C=CC=NC1=2)=[N+](C)C)C.F[P-](F)(F)(F)(F)F.C(N(CC)CC)C. Product: [CH2:1]([N:8]1[CH2:13][C:12]2([CH2:18][CH2:17][N:16]([C:33]([C:32]3[CH:36]=[CH:37][C:29]([O:28][CH:25]([CH3:26])[CH3:27])=[C:30]([CH3:38])[CH:31]=3)=[O:34])[CH2:15][CH2:14]2)[O:11][CH:10]([C:19]2[CH:24]=[CH:23][CH:22]=[CH:21][CH:20]=2)[CH2:9]1)[C:2]1[CH:3]=[CH:4][CH:5]=[CH:6][CH:7]=1. The catalyst class is: 59. (2) Reactant: [CH:1]1([NH:7][C:8]([C:10]2[C:11]([SH:16])=[N:12][CH:13]=[CH:14][CH:15]=2)=[O:9])[CH2:6][CH2:5][CH2:4][CH2:3][CH2:2]1.[N:17]1[CH:22]=[CH:21][CH:20]=[C:19]([CH2:23][CH2:24]O)[CH:18]=1.C1(P(C2C=CC=CC=2)C2C=CC=CC=2)C=CC=CC=1.CC(OC(/N=N/C(OC(C)C)=O)=O)C. Product: [CH:1]1([NH:7][C:8]([C:10]2[C:11]([S:16][CH2:24][CH2:23][C:19]3[CH:18]=[N:17][CH:22]=[CH:21][CH:20]=3)=[N:12][CH:13]=[CH:14][CH:15]=2)=[O:9])[CH2:2][CH2:3][CH2:4][CH2:5][CH2:6]1. The catalyst class is: 1. (3) Reactant: [CH2:1]([C@@:4]1([C:17]2[CH:22]=[CH:21][C:20]([F:23])=[CH:19][CH:18]=2)[O:9][C:8](=[O:10])[N:7]([C@H:11]([C:13]([CH3:16])([CH3:15])[CH3:14])[CH3:12])[CH2:6][CH2:5]1)[CH:2]=C.[O:24]=[O+][O-].[BH4-].[Na+]. Product: [CH3:14][C:13]([CH3:15])([CH3:16])[C@@H:11]([N:7]1[CH2:6][CH2:5][C@@:4]([C:17]2[CH:22]=[CH:21][C:20]([F:23])=[CH:19][CH:18]=2)([CH2:1][CH2:2][OH:24])[O:9][C:8]1=[O:10])[CH3:12]. The catalyst class is: 2. (4) Reactant: [C:1]([O:5][C:6](=[O:15])[NH:7][CH2:8][CH2:9][C:10]1[NH:14][N:13]=[N:12][N:11]=1)([CH3:4])([CH3:3])[CH3:2].C(=O)([O-])[O-].[Cs+].[Cs+].Br[CH2:23][CH2:24][F:25]. Product: [C:1]([O:5][C:6](=[O:15])[NH:7][CH2:8][CH2:9][C:10]1[N:11]=[N:12][N:13]([CH2:23][CH2:24][F:25])[N:14]=1)([CH3:4])([CH3:2])[CH3:3].[C:1]([O:5][C:6](=[O:15])[NH:7][CH2:8][CH2:9][C:10]1[N:14]([CH2:23][CH2:24][F:25])[N:13]=[N:12][N:11]=1)([CH3:4])([CH3:2])[CH3:3]. The catalyst class is: 3. (5) Reactant: [CH3:1][O:2][C:3]([C:5]1[C:6]2[CH:7]=[C:8]([C:26]([O:28]C(C)(C)C)=[O:27])[N:9]([CH2:14][C:15]3[CH:19]=[C:18]([C:20]4[S:21][C:22]([Cl:25])=[CH:23][CH:24]=4)[O:17][N:16]=3)[C:10]=2[CH:11]=[CH:12][CH:13]=1)=[O:4].C1(C)C=CC=CC=1. Product: [CH3:1][O:2][C:3]([C:5]1[C:6]2[CH:7]=[C:8]([C:26]([OH:28])=[O:27])[N:9]([CH2:14][C:15]3[CH:19]=[C:18]([C:20]4[S:21][C:22]([Cl:25])=[CH:23][CH:24]=4)[O:17][N:16]=3)[C:10]=2[CH:11]=[CH:12][CH:13]=1)=[O:4]. The catalyst class is: 55. (6) Reactant: [CH2:1]([O:3][C:4](=[O:30])[CH2:5][C:6]1[N:7]=[C:8]([NH:11][C:12](=[O:29])[CH:13]([C:20]2[CH:25]=[CH:24][C:23]([N+:26]([O-:28])=[O:27])=[CH:22][CH:21]=2)[CH2:14][CH:15]2[CH2:19][CH2:18][CH2:17][CH2:16]2)[S:9][CH:10]=1)C.S(=O)(=O)(O)O. Product: [CH3:1][O:3][C:4](=[O:30])[CH2:5][C:6]1[N:7]=[C:8]([NH:11][C:12](=[O:29])[CH:13]([C:20]2[CH:25]=[CH:24][C:23]([N+:26]([O-:28])=[O:27])=[CH:22][CH:21]=2)[CH2:14][CH:15]2[CH2:16][CH2:17][CH2:18][CH2:19]2)[S:9][CH:10]=1. The catalyst class is: 5. (7) Reactant: [CH3:1][N:2]([CH3:30])[C:3]1[CH:8]=[CH:7][C:6]([NH:9][C:10]2[N:14]([CH3:15])[C:13]3[CH:16]=[CH:17][C:18]([O:20][C:21]4([C:27](O)=O)[CH:26]=[CH:25][CH:24]=[CH:23][NH:22]4)=[CH:19][C:12]=3[N:11]=2)=[CH:5][CH:4]=1.[N:31]1([CH2:36][CH2:37][NH2:38])[CH2:35][CH2:34]C[CH2:32]1.CN([C:42]([O:46]N1N=NC2C=CC=CC1=2)=[N+](C)C)C.F[P-](F)(F)(F)(F)F.C(N(CC)C(C)C)(C)C. Product: [CH3:30][N:2]([CH3:1])[C:3]1[CH:4]=[CH:5][C:6]([NH:9][C:10]2[N:14]([CH3:15])[C:13]3[CH:16]=[CH:17][C:18]([O:20][C:21]4([CH:27]5[CH2:32][N:31]([CH2:36][CH2:37][NH:38][CH:42]=[O:46])[CH2:35][CH2:34]5)[CH:26]=[CH:25][CH:24]=[CH:23][NH:22]4)=[CH:19][C:12]=3[N:11]=2)=[CH:7][CH:8]=1. The catalyst class is: 7. (8) Reactant: [Br:1][C:2]1[C:11]([O:12][CH2:13][C:14]#[N:15])=[CH:10][CH:9]=[C:8]2[C:3]=1[CH:4]=[CH:5][C:6]([CH2:16][N:17]([CH3:34])[C:18]([C:20]1[C:28]3[C:23](=[CH:24][CH:25]=[CH:26][CH:27]=3)[N:22]([CH3:29])[C:21]=1[CH2:30][CH2:31][CH2:32][CH3:33])=[O:19])=[CH:7]2.[N-:35]=[N+:36]=[N-:37].[Na+].[Cl-].[OH-].[Na+]. Product: [Br:1][C:2]1[C:11]([O:12][CH2:13][C:14]2[NH:37][N:36]=[N:35][N:15]=2)=[CH:10][CH:9]=[C:8]2[C:3]=1[CH:4]=[CH:5][C:6]([CH2:16][N:17]([CH3:34])[C:18]([C:20]1[C:28]3[C:23](=[CH:24][CH:25]=[CH:26][CH:27]=3)[N:22]([CH3:29])[C:21]=1[CH2:30][CH2:31][CH2:32][CH3:33])=[O:19])=[CH:7]2. The catalyst class is: 18.